This data is from Forward reaction prediction with 1.9M reactions from USPTO patents (1976-2016). The task is: Predict the product of the given reaction. (1) Given the reactants CN(C(ON1N=NC2C=CC=NC1=2)=[N+](C)C)C.F[P-](F)(F)(F)(F)F.[CH3:25][O:26][C:27]1[CH:32]=[CH:31][C:30]([C:33]2[CH:38]=[CH:37][C:36]([C:39]([OH:41])=O)=[C:35]([N+:42]([O-:44])=[O:43])[CH:34]=2)=[CH:29][CH:28]=1.[CH:45]1([C@@H:51]([C:53]2[NH:57][N:56]=[N:55][N:54]=2)[NH2:52])[CH2:50][CH2:49][CH2:48][CH2:47][CH2:46]1.C(N(C(C)C)CC)(C)C, predict the reaction product. The product is: [CH:45]1([C@@H:51]([C:53]2[NH:57][N:56]=[N:55][N:54]=2)[NH:52][C:39]([C:36]2[CH:37]=[CH:38][C:33]([C:30]3[CH:29]=[CH:28][C:27]([O:26][CH3:25])=[CH:32][CH:31]=3)=[CH:34][C:35]=2[N+:42]([O-:44])=[O:43])=[O:41])[CH2:46][CH2:47][CH2:48][CH2:49][CH2:50]1. (2) The product is: [Cl-:3].[Cl:3][CH2:6][CH2:7][NH+:8]([CH2:10][CH2:11][CH2:12][CH2:13][CH2:14][CH2:15][CH2:16][CH2:17][CH2:18][CH2:19][CH2:20][CH2:21][CH2:22][CH2:23][CH2:24][CH2:25][CH2:26][CH3:27])[CH3:9]. Given the reactants S(Cl)([Cl:3])=O.O[CH2:6][CH2:7][N:8]([CH2:10][CH2:11][CH2:12][CH2:13][CH2:14][CH2:15][CH2:16][CH2:17][CH2:18][CH2:19][CH2:20][CH2:21][CH2:22][CH2:23][CH2:24][CH2:25][CH2:26][CH3:27])[CH3:9], predict the reaction product. (3) Given the reactants [CH3:1][C:2]1([CH3:11])[C:10]2[C:5](=[CH:6][CH:7]=[CH:8][CH:9]=2)[CH2:4][CH2:3]1.C([Li])CCC.[N:17]([C:26]([O:28][C:29]([CH3:32])([CH3:31])[CH3:30])=[O:27])=[N:18][C:19]([O:21][C:22]([CH3:25])([CH3:24])[CH3:23])=[O:20].CO, predict the reaction product. The product is: [CH3:1][C:2]1([CH3:11])[C:10]2[C:5](=[CH:6][CH:7]=[C:8]([N:17]([C:26]([O:28][C:29]([CH3:32])([CH3:31])[CH3:30])=[O:27])[NH:18][C:19]([O:21][C:22]([CH3:23])([CH3:24])[CH3:25])=[O:20])[CH:9]=2)[CH:4]=[CH:3]1.[CH3:1][C:2]1([CH3:11])[C:10]2[C:5](=[CH:6][CH:7]=[C:8]([N:17]([C:26]([O:28][C:29]([CH3:32])([CH3:31])[CH3:30])=[O:27])[NH:18][C:19]([O:21][C:22]([CH3:23])([CH3:24])[CH3:25])=[O:20])[CH:9]=2)[CH2:4][CH2:3]1. (4) Given the reactants [CH2:1]([C:4]1[CH:9]=[CH:8][C:7]([C:10]([C:15]2[CH:20]=[CH:19][C:18]([CH2:21][CH2:22][CH:23]([OH:28])[C:24]([CH3:27])([CH3:26])[CH3:25])=[C:17]([CH3:29])[CH:16]=2)([CH2:13][CH3:14])[CH2:11][CH3:12])=[CH:6][C:5]=1[CH3:30])[CH:2]=[CH2:3].CN(C=O)C.[Si:36](Cl)([CH2:41][CH3:42])([CH2:39][CH3:40])[CH2:37][CH3:38].N1C=CN=C1, predict the reaction product. The product is: [CH2:1]([C:4]1[CH:9]=[CH:8][C:7]([C:10]([C:15]2[CH:20]=[CH:19][C:18]([CH2:21][CH2:22][CH:23]([O:28][Si:36]([CH2:41][CH3:42])([CH2:39][CH3:40])[CH2:37][CH3:38])[C:24]([CH3:27])([CH3:26])[CH3:25])=[C:17]([CH3:29])[CH:16]=2)([CH2:13][CH3:14])[CH2:11][CH3:12])=[CH:6][C:5]=1[CH3:30])[CH:2]=[CH2:3]. (5) Given the reactants [C:1]([O:5][C:6]([NH:8][C@@H:9]([CH2:19][CH2:20][CH3:21])[C:10]([O:17][CH3:18])([O:15][CH3:16])[C:11]([O:13]C)=[O:12])=[O:7])([CH3:4])([CH3:3])[CH3:2].[OH-].[K+], predict the reaction product. The product is: [C:1]([O:5][C:6]([NH:8][C@@H:9]([CH2:19][CH2:20][CH3:21])[C:10]([O:15][CH3:16])([O:17][CH3:18])[C:11]([OH:13])=[O:12])=[O:7])([CH3:4])([CH3:3])[CH3:2].